From a dataset of Full USPTO retrosynthesis dataset with 1.9M reactions from patents (1976-2016). Predict the reactants needed to synthesize the given product. Given the product [CH2:2]([C:1]1[NH:6][N:7]=[C:9]([CH2:15][CH2:16][CH3:17])[N:8]=1)[CH2:3][CH2:4][CH3:18], predict the reactants needed to synthesize it. The reactants are: [C:1]([NH:6][NH2:7])(=O)[CH2:2][CH2:3][CH3:4].[NH:8]=[C:9]([CH2:15][CH2:16][CH3:17])C(OCC)=O.[CH3:18]O.